Dataset: NCI-60 drug combinations with 297,098 pairs across 59 cell lines. Task: Regression. Given two drug SMILES strings and cell line genomic features, predict the synergy score measuring deviation from expected non-interaction effect. Drug 1: CC1=C2C(C(=O)C3(C(CC4C(C3C(C(C2(C)C)(CC1OC(=O)C(C(C5=CC=CC=C5)NC(=O)OC(C)(C)C)O)O)OC(=O)C6=CC=CC=C6)(CO4)OC(=O)C)OC)C)OC. Drug 2: CC1=C(N=C(N=C1N)C(CC(=O)N)NCC(C(=O)N)N)C(=O)NC(C(C2=CN=CN2)OC3C(C(C(C(O3)CO)O)O)OC4C(C(C(C(O4)CO)O)OC(=O)N)O)C(=O)NC(C)C(C(C)C(=O)NC(C(C)O)C(=O)NCCC5=NC(=CS5)C6=NC(=CS6)C(=O)NCCC[S+](C)C)O. Cell line: A549. Synergy scores: CSS=60.9, Synergy_ZIP=7.53, Synergy_Bliss=7.61, Synergy_Loewe=7.77, Synergy_HSA=12.2.